This data is from Peptide-MHC class II binding affinity with 134,281 pairs from IEDB. The task is: Regression. Given a peptide amino acid sequence and an MHC pseudo amino acid sequence, predict their binding affinity value. This is MHC class II binding data. (1) The peptide sequence is DPRQGLAVLRKVKRVHHHHHH. The MHC is DRB1_0701 with pseudo-sequence DRB1_0701. The binding affinity (normalized) is 0.423. (2) The peptide sequence is IETSTAIQSIIAEGA. The MHC is H-2-IAd with pseudo-sequence H-2-IAd. The binding affinity (normalized) is 0.429. (3) The peptide sequence is GELQIVKKIDAAFKI. The MHC is DRB1_0401 with pseudo-sequence DRB1_0401. The binding affinity (normalized) is 0.445. (4) The peptide sequence is YPKYVKQNTLKLAT. The MHC is DRB1_1302 with pseudo-sequence DRB1_1302. The binding affinity (normalized) is 0.811.